Predict the reactants needed to synthesize the given product. From a dataset of Full USPTO retrosynthesis dataset with 1.9M reactions from patents (1976-2016). (1) Given the product [F:1][C:2]1[CH:3]=[CH:4][C:5]([O:6][C:7]2[CH:21]=[CH:20][C:10]([CH2:11][O:12][CH2:13][CH:14]3[CH2:19][CH2:18][CH2:17][N:16]([C:32]4[CH:33]=[C:28]([CH:29]=[CH:30][CH:31]=4)[C:26]([O:25][CH3:24])=[O:27])[CH2:15]3)=[CH:9][CH:8]=2)=[CH:22][CH:23]=1, predict the reactants needed to synthesize it. The reactants are: [F:1][C:2]1[CH:23]=[CH:22][C:5]([O:6][C:7]2[CH:21]=[CH:20][C:10]([CH2:11][O:12][CH2:13][CH:14]3[CH2:19][CH2:18][CH2:17][NH:16][CH2:15]3)=[CH:9][CH:8]=2)=[CH:4][CH:3]=1.[CH3:24][O:25][C:26]([C:28]1[CH:29]=[C:30](OB(O)O)[CH:31]=[CH:32][CH:33]=1)=[O:27]. (2) The reactants are: [NH2:1][C:2]1[S:3][C:4]2[C:10](=[O:11])[CH2:9][CH2:8][CH2:7][C:5]=2[N:6]=1.C1CCN2C(=NCCC2)CC1.N1([C:28](=[O:33])[CH2:29][CH2:30][O:31][CH3:32])C=CN=C1. Given the product [CH3:32][O:31][CH2:30][CH2:29][C:28]([NH:1][C:2]1[S:3][C:4]2[C:10](=[O:11])[CH2:9][CH2:8][CH2:7][C:5]=2[N:6]=1)=[O:33], predict the reactants needed to synthesize it. (3) Given the product [C:16]([C:14]1[S:15][C:9]2[CH2:8][CH2:7][NH:6][CH2:12][CH2:11][C:10]=2[C:13]=1[CH3:20])([CH3:19])([CH3:18])[CH3:17], predict the reactants needed to synthesize it. The reactants are: C(OC([N:6]1[CH2:12][CH2:11][C:10]2[C:13]([CH3:20])=[C:14]([C:16]([CH3:19])([CH3:18])[CH3:17])[S:15][C:9]=2[CH2:8][CH2:7]1)=O)C.CCO.[OH-].[K+]. (4) Given the product [Cl:11][C:9]1[CH:8]=[CH:7][C:3]([C:4]([OH:6])=[O:5])=[C:2]([NH:18][CH3:17])[N:10]=1, predict the reactants needed to synthesize it. The reactants are: Cl[C:2]1[N:10]=[C:9]([Cl:11])[CH:8]=[CH:7][C:3]=1[C:4]([OH:6])=[O:5].O1CCCC1.[CH3:17][NH2:18]. (5) Given the product [C:37]([C@@H:35]([C@H:33]([C:32]([OH:41])=[O:40])[OH:34])[OH:36])([OH:39])=[O:38].[S:1]1[CH:5]=[CH:4][C:3]2[C:6]([N:10]3[CH2:11][CH2:12][N:13]([CH2:16][CH2:17][CH2:18][CH2:19][O:20][C:21]4[CH:30]=[C:29]5[C:24]([CH:25]=[CH:26][C:27](=[O:31])[NH:28]5)=[CH:23][CH:22]=4)[CH2:14][CH2:15]3)=[CH:7][CH:8]=[CH:9][C:2]1=2, predict the reactants needed to synthesize it. The reactants are: [S:1]1[CH:5]=[CH:4][C:3]2[C:6]([N:10]3[CH2:15][CH2:14][N:13]([CH2:16][CH2:17][CH2:18][CH2:19][O:20][C:21]4[CH:30]=[C:29]5[C:24]([CH:25]=[CH:26][C:27](=[O:31])[NH:28]5)=[CH:23][CH:22]=4)[CH2:12][CH2:11]3)=[CH:7][CH:8]=[CH:9][C:2]1=2.[C:32]([OH:41])(=[O:40])[C@@H:33]([C@H:35]([C:37]([OH:39])=[O:38])[OH:36])[OH:34]. (6) Given the product [F:1][C:2]1[CH:7]=[CH:6][C:5]([C:8]2[N:9]=[C:10]3[CH:15]=[CH:14][C:13]([N:16]4[CH2:21][CH2:20][N:19]([CH3:22])[CH2:18][CH2:17]4)=[N:12][N:11]3[C:23]=2[C:39]2[CH:40]=[CH:41][N:36]=[CH:37][CH:38]=2)=[CH:4][CH:3]=1, predict the reactants needed to synthesize it. The reactants are: [F:1][C:2]1[CH:7]=[CH:6][C:5]([C:8]2[N:9]=[C:10]3[CH:15]=[CH:14][C:13]([N:16]4[CH2:21][CH2:20][N:19]([CH3:22])[CH2:18][CH2:17]4)=[N:12][N:11]3[C:23]=2I)=[CH:4][CH:3]=1.C(COC)OC.C(=O)(O)[O-].[Na+].[N:36]1[CH:41]=[CH:40][C:39](B(O)O)=[CH:38][CH:37]=1. (7) The reactants are: [CH:1]([S:9]([O-:12])(=[O:11])=[O:10])=[CH:2][C:3]1[CH:8]=[CH:7][CH:6]=[CH:5][CH:4]=1.[Na+].[F:14][C:15]1[C:20]([CH:21]=[CH2:22])=[C:19]([F:23])[C:18]([F:24])=[C:17]([F:25])[C:16]=1[F:26].N(C(C)(C)C#N)=NC(C)(C)C#N. Given the product [CH:1]([S:9]([O-:12])(=[O:10])=[O:11])=[CH:2][C:3]1[CH:8]=[CH:7][CH:6]=[CH:5][CH:4]=1.[F:14][C:15]1[C:20]([CH:21]=[CH2:22])=[C:19]([F:23])[C:18]([F:24])=[C:17]([F:25])[C:16]=1[F:26], predict the reactants needed to synthesize it. (8) Given the product [C:1]([C:5]1[CH:10]=[CH:9][C:8]([C:15]2[CH:20]=[CH:19][CH:18]=[CH:17][N:16]=2)=[CH:7][CH:6]=1)([CH3:4])([CH3:3])[CH3:2], predict the reactants needed to synthesize it. The reactants are: [C:1]([C:5]1[CH:10]=[CH:9][C:8](B(O)O)=[CH:7][CH:6]=1)([CH3:4])([CH3:3])[CH3:2].Br[C:15]1[CH:20]=[CH:19][CH:18]=[CH:17][N:16]=1.C([O-])([O-])=O.[K+].[K+].C(O)C. (9) Given the product [N:1]1([NH:7][C:8]([C:10]2[C:14]([CH3:15])=[C:13]([C:16]3[CH:17]=[CH:18][C:19]([CH2:22][CH2:23][CH2:24][OH:25])=[CH:20][CH:21]=3)[N:12]([C:26]3[CH:31]=[CH:30][C:29]([Cl:32])=[CH:28][C:27]=3[Cl:33])[N:11]=2)=[O:9])[CH2:6][CH2:5][CH2:4][CH2:3][CH2:2]1, predict the reactants needed to synthesize it. The reactants are: [N:1]1([NH:7][C:8]([C:10]2[C:14]([CH3:15])=[C:13]([C:16]3[CH:21]=[CH:20][C:19]([C:22]#[C:23][CH2:24][OH:25])=[CH:18][CH:17]=3)[N:12]([C:26]3[CH:31]=[CH:30][C:29]([Cl:32])=[CH:28][C:27]=3[Cl:33])[N:11]=2)=[O:9])[CH2:6][CH2:5][CH2:4][CH2:3][CH2:2]1.C(Cl)Cl.